This data is from Full USPTO retrosynthesis dataset with 1.9M reactions from patents (1976-2016). The task is: Predict the reactants needed to synthesize the given product. Given the product [OH:6][C@@H:5]([CH2:4][OH:3])[CH2:7][N:8]1[CH:12]=[CH:11][C:10]([NH:13][C:14](=[O:36])[CH:15]([N:22]2[CH2:26][C:25]([O:27][C:28]3[CH:33]=[CH:32][CH:31]=[CH:30][C:29]=3[Cl:34])=[CH:24][C:23]2=[O:35])[CH2:16][CH2:17][C:18]([CH3:19])([CH3:20])[CH3:21])=[N:9]1, predict the reactants needed to synthesize it. The reactants are: CC1(C)[O:6][C@H:5]([CH2:7][N:8]2[CH:12]=[CH:11][C:10]([NH:13][C:14](=[O:36])[CH:15]([N:22]3[CH2:26][C:25]([O:27][C:28]4[CH:33]=[CH:32][CH:31]=[CH:30][C:29]=4[Cl:34])=[CH:24][C:23]3=[O:35])[CH2:16][CH2:17][C:18]([CH3:21])([CH3:20])[CH3:19])=[N:9]2)[CH2:4][O:3]1.O.C1(C)C=CC(S(O)(=O)=O)=CC=1.